Dataset: Full USPTO retrosynthesis dataset with 1.9M reactions from patents (1976-2016). Task: Predict the reactants needed to synthesize the given product. Given the product [C:51]([N:33]1[CH2:32][CH2:31][N:30]([C:27]2[CH:28]=[CH:29][C:24]([NH:23][C:19]3[CH:18]=[C:17]([N:15]([CH3:16])[C:14]([NH:13][C:3]4[C:2]([Cl:1])=[C:7]([O:8][CH3:9])[CH:6]=[C:5]([O:10][CH3:11])[C:4]=4[Cl:12])=[O:41])[N:22]=[CH:21][N:20]=3)=[C:25]([NH:36][C:37](=[O:40])[CH:38]=[CH2:39])[CH:26]=2)[CH2:35][CH2:34]1)(=[O:53])[CH3:52], predict the reactants needed to synthesize it. The reactants are: [Cl:1][C:2]1[C:7]([O:8][CH3:9])=[CH:6][C:5]([O:10][CH3:11])=[C:4]([Cl:12])[C:3]=1[NH:13][C:14](=[O:41])[N:15]([C:17]1[N:22]=[CH:21][N:20]=[C:19]([NH:23][C:24]2[CH:29]=[CH:28][C:27]([N:30]3[CH2:35][CH2:34][NH:33][CH2:32][CH2:31]3)=[CH:26][C:25]=2[NH:36][C:37](=[O:40])[CH:38]=[CH2:39])[CH:18]=1)[CH3:16].CCN(C(C)C)C(C)C.[C:51](Cl)(=[O:53])[CH3:52].